Dataset: Forward reaction prediction with 1.9M reactions from USPTO patents (1976-2016). Task: Predict the product of the given reaction. (1) Given the reactants Cl[C:2]1[N:3]=[CH:4][C:5]2[CH:10]=[C:9]([C:11]([N:13]([CH3:15])[CH3:14])=[O:12])[N:8]([CH:16]3[CH2:20][CH2:19][CH2:18][CH2:17]3)[C:6]=2[N:7]=1.[NH2:21][C:22]1[CH:31]=[CH:30][C:25]([C:26]([O:28][CH3:29])=[O:27])=[CH:24][N:23]=1, predict the reaction product. The product is: [CH:16]1([N:8]2[C:6]3[N:7]=[C:2]([NH:21][C:22]4[CH:31]=[CH:30][C:25]([C:26]([O:28][CH3:29])=[O:27])=[CH:24][N:23]=4)[N:3]=[CH:4][C:5]=3[CH:10]=[C:9]2[C:11](=[O:12])[N:13]([CH3:15])[CH3:14])[CH2:20][CH2:19][CH2:18][CH2:17]1. (2) Given the reactants [N+:1]([C:4]1[CH:9]=[CH:8][C:7]([OH:10])=[CH:6][CH:5]=1)([O-:3])=[O:2].C([O-])([O-])=O.[K+].[K+].Br[CH:18]1[CH2:22][CH2:21][O:20][C:19]1=[O:23], predict the reaction product. The product is: [N+:1]([C:4]1[CH:9]=[CH:8][C:7]([O:10][CH:18]2[CH2:22][CH2:21][O:20][C:19]2=[O:23])=[CH:6][CH:5]=1)([O-:3])=[O:2].